This data is from Peptide-MHC class I binding affinity with 185,985 pairs from IEDB/IMGT. The task is: Regression. Given a peptide amino acid sequence and an MHC pseudo amino acid sequence, predict their binding affinity value. This is MHC class I binding data. (1) The peptide sequence is NYLKNKKSM. The MHC is HLA-A68:02 with pseudo-sequence HLA-A68:02. The binding affinity (normalized) is 0. (2) The peptide sequence is EAILRRFPL. The MHC is HLA-B08:01 with pseudo-sequence HLA-B08:01. The binding affinity (normalized) is 0.763. (3) The peptide sequence is YTVKYPNL. The MHC is H-2-Db with pseudo-sequence H-2-Db. The binding affinity (normalized) is 0. (4) The peptide sequence is LEKWNLGII. The MHC is HLA-B57:01 with pseudo-sequence HLA-B57:01. The binding affinity (normalized) is 0.0847. (5) The peptide sequence is RTRAIQTAL. The MHC is HLA-B08:01 with pseudo-sequence HLA-B08:01. The binding affinity (normalized) is 0.269. (6) The peptide sequence is HSIPTLRDY. The MHC is HLA-B07:02 with pseudo-sequence HLA-B07:02. The binding affinity (normalized) is 0.0847.